From a dataset of Full USPTO retrosynthesis dataset with 1.9M reactions from patents (1976-2016). Predict the reactants needed to synthesize the given product. Given the product [CH3:27][S:28]([C:31]1[CH:32]=[C:33]([C@H:37]([OH:39])[CH3:38])[CH:34]=[CH:35][CH:36]=1)(=[O:29])=[O:30], predict the reactants needed to synthesize it. The reactants are: B(OC)(OC)OC.C1(C(C2C=CC=CC=2)([C@H]2CCCN2)O)C=CC=CC=1.[CH3:27][S:28]([C:31]1[CH:32]=[C:33]([C:37](=[O:39])[CH3:38])[CH:34]=[CH:35][CH:36]=1)(=[O:30])=[O:29].